This data is from Full USPTO retrosynthesis dataset with 1.9M reactions from patents (1976-2016). The task is: Predict the reactants needed to synthesize the given product. (1) Given the product [NH2:12][C:10]1[S:11][C:7]([C:5]2[CH:4]=[CH:3][N:22]=[C:20]([NH:19][C:23]3[CH:24]=[CH:25][C:26]([S:29]([NH:32][CH2:33][CH2:34][OH:35])(=[O:31])=[O:30])=[CH:27][CH:28]=3)[N:21]=2)=[C:8]([CH3:17])[N:9]=1, predict the reactants needed to synthesize it. The reactants are: CN(C)[CH:3]=[CH:4][C:5]([C:7]1[S:11][C:10]([N:12]=CN(C)C)=[N:9][C:8]=1[CH3:17])=O.[NH:19]([C:23]1[CH:28]=[CH:27][C:26]([S:29]([NH:32][CH2:33][CH2:34][OH:35])(=[O:31])=[O:30])=[CH:25][CH:24]=1)[C:20]([NH2:22])=[NH:21]. (2) The reactants are: [Cl:1][C:2]1[C:3]2[N:4]([C:8]([C@H:11]3[CH2:16][CH2:15][C@H:14]([CH2:17][NH:18][C:19](=[O:28])[O:20][CH2:21][C:22]4[CH:27]=[CH:26][CH:25]=[CH:24][CH:23]=4)[CH2:13][CH2:12]3)=[N:9][CH:10]=2)[CH:5]=[CH:6][N:7]=1.C1C(=O)N([I:36])C(=O)C1. Given the product [Cl:1][C:2]1[C:3]2[N:4]([C:8]([C@H:11]3[CH2:12][CH2:13][C@H:14]([CH2:17][NH:18][C:19](=[O:28])[O:20][CH2:21][C:22]4[CH:23]=[CH:24][CH:25]=[CH:26][CH:27]=4)[CH2:15][CH2:16]3)=[N:9][C:10]=2[I:36])[CH:5]=[CH:6][N:7]=1, predict the reactants needed to synthesize it. (3) The reactants are: FC(F)(F)C([NH:5][C:6]1[CH:11]=[CH:10][CH:9]=[CH:8][C:7]=1[C@H:12]([OH:15])[CH2:13][CH3:14])=O.[ClH:18]. Given the product [ClH:18].[NH2:5][C:6]1[CH:11]=[CH:10][CH:9]=[CH:8][C:7]=1[C@H:12]([OH:15])[CH2:13][CH3:14], predict the reactants needed to synthesize it. (4) Given the product [CH3:38][S:39]([O:27][CH2:26][C:23]1[O:24][CH:25]=[C:20]([O:19][CH2:18][CH2:17][CH2:16][CH2:15][CH2:14][O:13][C:8]2[C:7]3[C:12](=[C:3]([C:2]([F:1])([F:29])[F:30])[CH:4]=[CH:5][CH:6]=3)[N:11]=[CH:10][CH:9]=2)[C:21](=[O:28])[CH:22]=1)(=[O:41])=[O:40], predict the reactants needed to synthesize it. The reactants are: [F:1][C:2]([F:30])([F:29])[C:3]1[CH:4]=[CH:5][CH:6]=[C:7]2[C:12]=1[N:11]=[CH:10][CH:9]=[C:8]2[O:13][CH2:14][CH2:15][CH2:16][CH2:17][CH2:18][O:19][C:20]1[C:21](=[O:28])[CH:22]=[C:23]([CH2:26][OH:27])[O:24][CH:25]=1.C(N(CC)CC)C.[CH3:38][S:39](Cl)(=[O:41])=[O:40]. (5) Given the product [Cl:1][C:2]1[CH:3]=[CH:4][C:5]([S:8]([CH2:14][C:15]2[CH:20]=[CH:19][CH:18]=[CH:17][N:16]=2)(=[O:10])=[O:11])=[CH:6][CH:7]=1, predict the reactants needed to synthesize it. The reactants are: [Cl:1][C:2]1[CH:7]=[CH:6][C:5]([S:8]([OH:11])(=[O:10])=O)=[CH:4][CH:3]=1.[Cl-].Cl[CH2:14][C:15]1[CH:20]=[CH:19][CH:18]=[CH:17][NH+:16]=1.C([O-])(=O)C.[Na+].C(O)CCC.